From a dataset of Peptide-MHC class I binding affinity with 185,985 pairs from IEDB/IMGT. Regression. Given a peptide amino acid sequence and an MHC pseudo amino acid sequence, predict their binding affinity value. This is MHC class I binding data. (1) The peptide sequence is MMILSFTPM. The MHC is H-2-Kb with pseudo-sequence H-2-Kb. The binding affinity (normalized) is 0.888. (2) The peptide sequence is VATTFVTPM. The MHC is H-2-Db with pseudo-sequence H-2-Db. The binding affinity (normalized) is 0.646. (3) The peptide sequence is VLSDLCNFL. The MHC is HLA-B46:01 with pseudo-sequence HLA-B46:01. The binding affinity (normalized) is 0.0847. (4) The peptide sequence is KRWAFRTGV. The MHC is HLA-B15:42 with pseudo-sequence HLA-B15:42. The binding affinity (normalized) is 0.213. (5) The peptide sequence is AEALLADGL. The MHC is HLA-A01:01 with pseudo-sequence HLA-A01:01. The binding affinity (normalized) is 0.0847. (6) The peptide sequence is RENGGYWLL. The MHC is HLA-A01:01 with pseudo-sequence HLA-A01:01. The binding affinity (normalized) is 0.0847. (7) The peptide sequence is AIIRILQQL. The MHC is HLA-A30:01 with pseudo-sequence HLA-A30:01. The binding affinity (normalized) is 0.0382. (8) The peptide sequence is FTAGLTYSQL. The MHC is Mamu-A01 with pseudo-sequence Mamu-A01. The binding affinity (normalized) is 0.538. (9) The peptide sequence is KTTARHLGH. The MHC is HLA-A02:19 with pseudo-sequence HLA-A02:19. The binding affinity (normalized) is 0.0847.